Dataset: Forward reaction prediction with 1.9M reactions from USPTO patents (1976-2016). Task: Predict the product of the given reaction. (1) Given the reactants [CH2:1]([NH:9][C:10]1[N:15]=[C:14]([N:16]2[C:25]3[N:24]=[C:23]([C:26]4[CH:31]=[CH:30][CH:29]=[CH:28][CH:27]=4)[C:22]([CH:32]=O)=[CH:21][C:20]=3[CH2:19][CH2:18][CH2:17]2)[CH:13]=[CH:12][N:11]=1)[CH2:2][C:3]1[CH:8]=[CH:7][CH:6]=[CH:5][CH:4]=1.[CH3:34][NH2:35].[BH-](OC(C)=O)(OC(C)=O)OC(C)=O.[Na+], predict the reaction product. The product is: [CH3:34][NH:35][CH2:32][C:22]1[CH:21]=[C:20]2[C:25](=[N:24][C:23]=1[C:26]1[CH:31]=[CH:30][CH:29]=[CH:28][CH:27]=1)[N:16]([C:14]1[CH:13]=[CH:12][N:11]=[C:10]([NH:9][CH2:1][CH2:2][C:3]3[CH:8]=[CH:7][CH:6]=[CH:5][CH:4]=3)[N:15]=1)[CH2:17][CH2:18][CH2:19]2. (2) Given the reactants [CH3:1][O:2][C:3]([C:5]1[S:6][C:7]([C:18]#[C:19][C:20]([CH3:23])([CH3:22])[CH3:21])=[CH:8][C:9]=1[NH:10]C(OC(C)(C)C)=O)=[O:4].FC(F)(F)C(O)=O, predict the reaction product. The product is: [CH3:1][O:2][C:3]([C:5]1[S:6][C:7]([C:18]#[C:19][C:20]([CH3:23])([CH3:22])[CH3:21])=[CH:8][C:9]=1[NH2:10])=[O:4].